Dataset: Forward reaction prediction with 1.9M reactions from USPTO patents (1976-2016). Task: Predict the product of the given reaction. (1) Given the reactants [Cl:1][C:2]1[CH:28]=[CH:27][C:5]2[N:6]=[C:7]([N:9]3[CH2:13][CH2:12][CH:11]([NH:14][S:15]([C:18]4[CH:23]=[CH:22][CH:21]=[CH:20][C:19]=4[N+:24]([O-:26])=[O:25])(=[O:17])=[O:16])[CH2:10]3)[S:8][C:4]=2[CH:3]=1.[H-].[Na+].[CH3:31][O:32][C:33](=[O:43])[CH2:34][C:35]1[CH:40]=[CH:39][CH:38]=[C:37]([CH2:41]Br)[CH:36]=1.O, predict the reaction product. The product is: [CH3:31][O:32][C:33](=[O:43])[CH2:34][C:35]1[CH:40]=[CH:39][CH:38]=[C:37]([CH2:41][N:14]([CH:11]2[CH2:12][CH2:13][N:9]([C:7]3[S:8][C:4]4[CH:3]=[C:2]([Cl:1])[CH:28]=[CH:27][C:5]=4[N:6]=3)[CH2:10]2)[S:15]([C:18]2[CH:23]=[CH:22][CH:21]=[CH:20][C:19]=2[N+:24]([O-:26])=[O:25])(=[O:16])=[O:17])[CH:36]=1. (2) Given the reactants [C:1]([O:5][C:6]([N:8]1[CH2:13][CH2:12][N:11]([CH2:14][C:15]2[N:20]=[C:19]3[N:21]=[C:22]([C:24]4[CH:29]=[CH:28][CH:27]=[C:26]([NH2:30])[CH:25]=4)[O:23][C:18]3=[CH:17][CH:16]=2)[CH2:10][CH2:9]1)=[O:7])([CH3:4])([CH3:3])[CH3:2].Cl.[CH3:32][N:33]([CH3:43])[C:34]1[CH:35]=[C:36]([CH:40]=[CH:41][CH:42]=1)[C:37](Cl)=[O:38], predict the reaction product. The product is: [C:1]([O:5][C:6]([N:8]1[CH2:13][CH2:12][N:11]([CH2:14][C:15]2[N:20]=[C:19]3[N:21]=[C:22]([C:24]4[CH:29]=[CH:28][CH:27]=[C:26]([NH:30][C:37](=[O:38])[C:36]5[CH:40]=[CH:41][CH:42]=[C:34]([N:33]([CH3:32])[CH3:43])[CH:35]=5)[CH:25]=4)[O:23][C:18]3=[CH:17][CH:16]=2)[CH2:10][CH2:9]1)=[O:7])([CH3:4])([CH3:2])[CH3:3]. (3) The product is: [CH3:23][C:12]1[CH:17]=[CH:16][C:15]([CH3:18])=[CH:14][C:13]=1[S:19]([C:5]1[C:6]2[C:11](=[CH:10][CH:9]=[CH:8][CH:7]=2)[C:2]([F:1])=[CH:3][CH:4]=1)(=[O:20])=[O:21]. Given the reactants [F:1][C:2]1[C:11]2[C:6](=[CH:7][CH:8]=[CH:9][CH:10]=2)[CH:5]=[CH:4][CH:3]=1.[C:12]1([CH3:23])[C:13]([S:19](Cl)(=[O:21])=[O:20])=[CH:14][C:15]([CH3:18])=[CH:16][CH:17]=1.[Cl-].[Cl-].[Cl-].[Al+3], predict the reaction product. (4) Given the reactants [NH:1]1[C:10]2[C:5](=[CH:6][CH:7]=[CH:8][CH:9]=2)[CH:4]=[CH:3][C:2]1=[O:11].[H-].[Na+].FC1C=C2C(C=CC(=O)N2CCN2CCC(NCC3C=CC4OCC(=O)NC=4N=3)CC2)=CC=1.FC1C=C2C(N=CC(=O)N2[CH2:58][CH2:59][N:60]2[CH2:65][CH2:64][CH:63]([NH:66][C:67](=[O:73])[O:68][C:69]([CH3:72])([CH3:71])[CH3:70])[CH2:62][CH2:61]2)=CC=1, predict the reaction product. The product is: [O:11]=[C:2]1[CH:3]=[CH:4][C:5]2[C:10](=[CH:9][CH:8]=[CH:7][CH:6]=2)[N:1]1[CH2:58][CH2:59][N:60]1[CH2:65][CH2:64][CH:63]([NH:66][C:67](=[O:73])[O:68][C:69]([CH3:72])([CH3:71])[CH3:70])[CH2:62][CH2:61]1. (5) Given the reactants C(=O)([O-])[O-].[Na+].[Na+].Br[C:8]1[N:9]=[CH:10][C:11]([NH2:14])=[N:12][CH:13]=1.[Cl:15][C:16]1[CH:21]=[CH:20][C:19](OB(O)O)=[CH:18][CH:17]=1, predict the reaction product. The product is: [Cl:15][C:16]1[CH:21]=[CH:20][C:19]([C:8]2[N:9]=[CH:10][C:11]([NH2:14])=[N:12][CH:13]=2)=[CH:18][CH:17]=1. (6) Given the reactants Cl[C:2]1[C:7]([C:8]([O:10][CH2:11][CH3:12])=[O:9])=[CH:6][N:5]=[C:4]([S:13][CH3:14])[N:3]=1.[CH2:15]([N:17](CC)CC)[CH3:16].O1CCCC1.C(N)C, predict the reaction product. The product is: [CH2:11]([O:10][C:8]([C:7]1[C:2]([NH:17][CH2:15][CH3:16])=[N:3][C:4]([S:13][CH3:14])=[N:5][CH:6]=1)=[O:9])[CH3:12]. (7) Given the reactants [NH2:1][C:2]1[CH:11]=[CH:10][C:9]([I:12])=[CH:8][C:3]=1[C:4]([O:6][CH3:7])=[O:5].C[O:14][C:15](=O)[CH2:16][C:17]([CH3:19])=[O:18], predict the reaction product. The product is: [C:15]([NH:1][C:2]1[CH:11]=[CH:10][C:9]([I:12])=[CH:8][C:3]=1[C:4]([O:6][CH3:7])=[O:5])(=[O:14])[CH2:16][C:17]([CH3:19])=[O:18]. (8) Given the reactants [CH:1]([N:14]1[CH2:19][CH2:18][N:17]([CH2:20][CH:21]2[O:25][C:24](=[O:26])[N:23]([CH2:27][C:28]3[CH:33]=[CH:32][C:31](F)=[CH:30][CH:29]=3)[CH2:22]2)[CH2:16][CH2:15]1)([C:8]1[CH:13]=[CH:12][CH:11]=[CH:10][CH:9]=1)[C:2]1[CH:7]=[CH:6][CH:5]=[CH:4][CH:3]=1.CC1C=CC(S(OC)(=O)=O)=CC=1.CC1C=CC(S(OCC2OC(=O)N(CC3C=CC(F)=CC=3)C2)(=O)=O)=CC=1, predict the reaction product. The product is: [CH:1]([N:14]1[CH2:15][CH2:16][N:17]([CH2:20][CH:21]2[O:25][C:24](=[O:26])[N:23]([CH2:27][C:28]3[CH:33]=[CH:32][CH:31]=[CH:30][CH:29]=3)[CH2:22]2)[CH2:18][CH2:19]1)([C:8]1[CH:9]=[CH:10][CH:11]=[CH:12][CH:13]=1)[C:2]1[CH:7]=[CH:6][CH:5]=[CH:4][CH:3]=1. (9) Given the reactants N([O-])=O.[Na+].N[C:6]1[N:11]=[CH:10][C:9]([C:12]2[CH:13]=[N:14][C:15]([NH:27][C:28]([NH:30][CH2:31][CH3:32])=[O:29])=[CH:16][C:17]=2[C:18]2[S:19][CH:20]=[C:21]([C:23]([F:26])([F:25])[F:24])[N:22]=2)=[CH:8][C:7]=1[C:33]1[O:34][C:35]([CH3:38])=[N:36][N:37]=1.S(=O)(=O)(O)[OH:40].[OH2:44], predict the reaction product. The product is: [C:35]([NH:36][NH:37][C:33]([C:7]1[C:6](=[O:40])[NH:11][CH:10]=[C:9]([C:12]2[C:17]([C:18]3[S:19][CH:20]=[C:21]([C:23]([F:24])([F:25])[F:26])[N:22]=3)=[CH:16][C:15]([NH:27][C:28]([NH:30][CH2:31][CH3:32])=[O:29])=[N:14][CH:13]=2)[CH:8]=1)=[O:34])(=[O:44])[CH3:38]. (10) Given the reactants [F:1][C:2]1[CH:7]=[CH:6][C:5]([CH2:8][NH:9][C:10]([C:12]2[CH:17]=[CH:16][CH:15]=[C:14]([CH2:18][CH:19]3[CH2:24][CH2:23][N:22]([CH3:25])[CH2:21][CH2:20]3)[CH:13]=2)=[O:11])=[CH:4][C:3]=1[C:26]1[CH:31]=[CH:30][CH:29]=[C:28]([CH2:32][N:33]2[CH2:38][CH2:37][N:36]([C:39]([O:41][CH2:42][C:43]3[CH:48]=[CH:47][CH:46]=[CH:45][CH:44]=3)=[O:40])[C@@H:35]([CH3:49])[CH2:34]2)[CH:27]=1.[I:50][CH3:51], predict the reaction product. The product is: [I-:50].[F:1][C:2]1[C:3]([C:26]2[CH:31]=[CH:30][CH:29]=[C:28]([CH2:32][N:33]3[CH2:38][CH2:37][N:36]([C:39]([O:41][CH2:42][C:43]4[CH:44]=[CH:45][CH:46]=[CH:47][CH:48]=4)=[O:40])[C@@H:35]([CH3:49])[CH2:34]3)[CH:27]=2)=[CH:4][C:5]([CH2:8][NH:9][C:10]([C:12]2[CH:13]=[C:14]([CH2:18][CH:19]3[CH2:24][CH2:23][N+:22]([CH3:51])([CH3:25])[CH2:21][CH2:20]3)[CH:15]=[CH:16][CH:17]=2)=[O:11])=[CH:6][CH:7]=1.